Dataset: Forward reaction prediction with 1.9M reactions from USPTO patents (1976-2016). Task: Predict the product of the given reaction. (1) Given the reactants FC(F)(F)C(O)=O.[Br:8][C:9]1[CH:10]=[C:11]([CH3:26])[C:12]([C:15]2([OH:25])[CH2:24][CH2:23][C:18]3(OCC[O:19]3)[CH2:17][CH2:16]2)=[N:13][CH:14]=1.[OH-].[Na+], predict the reaction product. The product is: [Br:8][C:9]1[CH:10]=[C:11]([CH3:26])[C:12]([C:15]2([OH:25])[CH2:16][CH2:17][C:18](=[O:19])[CH2:23][CH2:24]2)=[N:13][CH:14]=1. (2) Given the reactants [C:1]([O:7][CH2:8][O:9][C:10]1[CH:15]=[C:14]([C:16]2[O:17][C:18]3[C:23]([C:24](=[O:34])[C:25]=2[O:26]CC2C=CC=CC=2)=[C:22]([OH:35])[CH:21]=[C:20]([O:36]CC2C=CC=CC=2)[CH:19]=3)[CH:13]=[CH:12][C:11]=1[O:44]CC1C=CC=CC=1)(=[O:6])[C:2]([CH3:5])([CH3:4])[CH3:3], predict the reaction product. The product is: [C:1]([O:7][CH2:8][O:9][C:10]1[CH:15]=[C:14]([C:16]2[O:17][C:18]3[C:23]([C:24](=[O:34])[C:25]=2[OH:26])=[C:22]([OH:35])[CH:21]=[C:20]([OH:36])[CH:19]=3)[CH:13]=[CH:12][C:11]=1[OH:44])(=[O:6])[C:2]([CH3:5])([CH3:4])[CH3:3]. (3) Given the reactants [CH:1]([C:3]1[CH:8]=[CH:7][C:6]([C:9]2([CH3:14])[O:13][CH2:12][CH2:11][O:10]2)=[CH:5][CH:4]=1)=[O:2].S([CH2:25][N+:26]#[C-:27])(C1C=CC(C)=CC=1)(=O)=O.C(=O)([O-])[O-].[K+].[K+], predict the reaction product. The product is: [O:2]1[C:1]([C:3]2[CH:4]=[CH:5][C:6]([C:9]3([CH3:14])[O:10][CH2:11][CH2:12][O:13]3)=[CH:7][CH:8]=2)=[CH:27][N:26]=[CH:25]1. (4) Given the reactants [Cl:1][C:2]1[CH:10]=[C:9]2[C:5]([C:6]([CH2:15][CH2:16][CH2:17][O:18][C:19]3[CH:24]=[C:23]([CH3:25])[C:22]([Cl:26])=[C:21]([CH3:27])[CH:20]=3)=[CH:7][N:8]2CC(O)=O)=[CH:4][CH:3]=1.[CH2:28]([O:35][C:36]1[CH:41]=[CH:40][C:39]([S:42]([NH2:45])(=[O:44])=[O:43])=[CH:38][CH:37]=1)[C:29]1[CH:34]=[CH:33][CH:32]=[CH:31][CH:30]=1, predict the reaction product. The product is: [CH2:28]([O:35][C:36]1[CH:41]=[CH:40][C:39]([S:42]([NH:45][C:17](=[O:18])[CH2:16][CH2:15][N:8]2[C:9]3[C:5](=[CH:4][CH:3]=[C:2]([Cl:1])[CH:10]=3)[C:6]([CH2:15][CH2:16][CH2:17][O:18][C:19]3[CH:20]=[C:21]([CH3:27])[C:22]([Cl:26])=[C:23]([CH3:25])[CH:24]=3)=[CH:7]2)(=[O:44])=[O:43])=[CH:38][CH:37]=1)[C:29]1[CH:34]=[CH:33][CH:32]=[CH:31][CH:30]=1. (5) The product is: [CH2:61]([O:16][NH:17][C:28](=[O:30])[CH:27]([O:26][CH2:24][CH3:25])[CH2:31][C:32]1[CH:33]=[CH:34][C:35]([O:38][CH2:39][CH2:40][C:41]2[CH:46]=[CH:45][C:44]([O:47][S:48]([CH3:51])(=[O:49])=[O:50])=[CH:43][CH:42]=2)=[CH:36][CH:37]=1)[C:62]1[CH:63]=[CH:64][CH:65]=[CH:66][CH:67]=1. Given the reactants C1CCC(N=C=NC2CCCCC2)CC1.[OH:16][N:17]1C(=O)CCC1=O.[CH2:24]([O:26][CH:27]([CH2:31][C:32]1[CH:37]=[CH:36][C:35]([O:38][CH2:39][CH2:40][C:41]2[CH:46]=[CH:45][C:44]([O:47][S:48]([CH3:51])(=[O:50])=[O:49])=[CH:43][CH:42]=2)=[CH:34][CH:33]=1)[C:28]([OH:30])=O)[CH3:25].C(N(C(C)C)CC)(C)C.[CH2:61](NO)[C:62]1[CH:67]=[CH:66][CH:65]=[CH:64][CH:63]=1.Cl, predict the reaction product. (6) Given the reactants [N+](C1C=CC(B(O)O)=CC=1)([O-])=O.IC1C2C(=NC=NC=2N)N(C(C)C)N=1.C(=O)([O-])[O-].[Na+].[Na+].[CH:33]([N:36]1[C:40]2=[N:41][CH:42]=[N:43][C:44]([NH2:45])=[C:39]2[C:38]([C:46]2[CH:51]=[CH:50][C:49]([N+:52]([O-])=O)=[CH:48][CH:47]=2)=[N:37]1)([CH3:35])[CH3:34], predict the reaction product. The product is: [NH2:52][C:49]1[CH:50]=[CH:51][C:46]([C:38]2[C:39]3[C:40](=[N:41][CH:42]=[N:43][C:44]=3[NH2:45])[N:36]([CH:33]([CH3:35])[CH3:34])[N:37]=2)=[CH:47][CH:48]=1.